Dataset: Catalyst prediction with 721,799 reactions and 888 catalyst types from USPTO. Task: Predict which catalyst facilitates the given reaction. Reactant: [Cl:1][C:2]1[CH:3]=[C:4]([NH:15][C:16]2[CH:21]=[C:20]([NH:22][CH:23]3[CH2:25][CH2:24]3)[N:19]3[N:26]=[CH:27][C:28]([CH:29]=O)=[C:18]3[N:17]=2)[CH:5]=[CH:6][C:7]=1[O:8][CH2:9][CH2:10][CH2:11][N:12]([CH3:14])[CH3:13].N1CCCCC1.[NH:37]1[CH2:43][C:41](=[O:42])[NH:40][C:38]1=[O:39]. Product: [Cl:1][C:2]1[CH:3]=[C:4]([NH:15][C:16]2[CH:21]=[C:20]([NH:22][CH:23]3[CH2:25][CH2:24]3)[N:19]3[N:26]=[CH:27][C:28](/[CH:29]=[C:43]4/[C:41](=[O:42])[NH:40][C:38](=[O:39])[NH:37]/4)=[C:18]3[N:17]=2)[CH:5]=[CH:6][C:7]=1[O:8][CH2:9][CH2:10][CH2:11][N:12]([CH3:14])[CH3:13]. The catalyst class is: 14.